Dataset: Full USPTO retrosynthesis dataset with 1.9M reactions from patents (1976-2016). Task: Predict the reactants needed to synthesize the given product. Given the product [CH:1]1([NH:4][S:14]([C:9]2[CH:10]=[CH:11][CH:12]=[CH:13][C:8]=2[N+:5]([O-:7])=[O:6])(=[O:15])=[O:16])[CH2:3][CH2:2]1, predict the reactants needed to synthesize it. The reactants are: [CH:1]1([NH2:4])[CH2:3][CH2:2]1.[N+:5]([C:8]1[CH:13]=[CH:12][CH:11]=[CH:10][C:9]=1[S:14](Cl)(=[O:16])=[O:15])([O-:7])=[O:6].